Predict the product of the given reaction. From a dataset of Forward reaction prediction with 1.9M reactions from USPTO patents (1976-2016). Given the reactants [F:1][C:2]([F:16])([F:15])[CH2:3][O:4][C:5]1[N:10]=[CH:9][C:8]([C:11](=O)[CH2:12][CH3:13])=[CH:7][CH:6]=1.[CH3:17][C:18]([S@:21]([NH2:23])=[O:22])([CH3:20])[CH3:19], predict the reaction product. The product is: [CH3:17][C:18]([S@:21]([NH:23][CH:11]([C:8]1[CH:9]=[N:10][C:5]([O:4][CH2:3][C:2]([F:16])([F:15])[F:1])=[CH:6][CH:7]=1)[CH2:12][CH3:13])=[O:22])([CH3:20])[CH3:19].